From a dataset of Forward reaction prediction with 1.9M reactions from USPTO patents (1976-2016). Predict the product of the given reaction. (1) Given the reactants [F:1][C:2]1[CH:3]=[C:4]([CH:8]=[C:9]([F:11])[CH:10]=1)[C:5]([OH:7])=[O:6].S(=O)(=O)(O)O.[CH2:17](O)[CH3:18], predict the reaction product. The product is: [CH2:17]([O:6][C:5](=[O:7])[C:4]1[CH:3]=[C:2]([F:1])[CH:10]=[C:9]([F:11])[CH:8]=1)[CH3:18]. (2) The product is: [C:37]12([NH:42][C:30]([C:29]3[CH:28]=[C:27]([C:18]4[C:19]([CH2:21][CH2:22][C:23]([O:25][CH3:26])=[O:24])=[CH:20][C:10]5[O:9][C:8]([C:5]6[CH:6]=[CH:7][C:2]([F:1])=[CH:3][CH:4]=6)=[C:12]([C:13](=[O:16])[NH:14][CH3:15])[C:11]=5[CH:17]=4)[CH:35]=[CH:34][CH:33]=3)=[O:31])[CH2:41][CH:39]([CH2:40]1)[CH2:38]2. Given the reactants [F:1][C:2]1[CH:7]=[CH:6][C:5]([C:8]2[O:9][C:10]3[CH:20]=[C:19]([CH2:21][CH2:22][C:23]([O:25][CH3:26])=[O:24])[C:18]([C:27]4[CH:28]=[C:29]([CH:33]=[CH:34][CH:35]=4)[C:30](O)=[O:31])=[CH:17][C:11]=3[C:12]=2[C:13](=[O:16])[NH:14][CH3:15])=[CH:4][CH:3]=1.Cl.[C:37]12([NH2:42])[CH2:41][CH:39]([CH2:40]1)[CH2:38]2.CCN(C(C)C)C(C)C.CN(C(ON1N=NC2C=CC=NC1=2)=[N+](C)C)C.F[P-](F)(F)(F)(F)F, predict the reaction product. (3) The product is: [CH3:16][C:15]1[C:10]([C:11]([O:13][CH3:14])=[O:12])=[C:8]([C:7]2[CH:18]=[CH:19][C:4]([N+:1]([O-:3])=[O:2])=[CH:5][CH:6]=2)[O:9][N:21]=1. Given the reactants [N+:1]([C:4]1[CH:19]=[CH:18][C:7]([C:8]([CH:10]([C:15](=O)[CH3:16])[C:11]([O:13][CH3:14])=[O:12])=[O:9])=[CH:6][CH:5]=1)([O-:3])=[O:2].Cl.[NH2:21]O.C([O-])(O)=O.[Na+], predict the reaction product. (4) The product is: [C:23]([O:22][C:20]([N:27]1[C:35]2[C:30](=[CH:31][CH:32]=[CH:33][CH:34]=2)[CH:29]=[C:28]1[C:2]1[CH:3]=[CH:4][C:5]([CH2:18][CH3:19])=[C:6]([S:8](=[O:10])(=[O:9])[NH:11][CH:12]2[CH2:17][CH2:16][CH2:15][CH2:14][CH2:13]2)[CH:7]=1)=[O:21])([CH3:26])([CH3:24])[CH3:25]. Given the reactants Br[C:2]1[CH:3]=[CH:4][C:5]([CH2:18][CH3:19])=[C:6]([S:8]([NH:11][CH:12]2[CH2:17][CH2:16][CH2:15][CH2:14][CH2:13]2)(=[O:10])=[O:9])[CH:7]=1.[C:20]([N:27]1[C:35]2[C:30](=[CH:31][CH:32]=[CH:33][CH:34]=2)[CH:29]=[C:28]1B(O)O)([O:22][C:23]([CH3:26])([CH3:25])[CH3:24])=[O:21].[F-].[Cs+].O1CCOCC1, predict the reaction product. (5) Given the reactants [Cl:1][C:2]1[CH:7]=[CH:6][C:5]([CH:8]([NH:14][C:15]2[CH:16]=[C:17]([CH3:25])[C:18]3[N:19]([C:21]([CH3:24])=[N:22][N:23]=3)[CH:20]=2)[C:9]([O:11][CH2:12][CH3:13])=[O:10])=[CH:4][CH:3]=1.[CH3:26][O:27][C:28]1[C:33]([C:34](=[O:43])[CH2:35][C:36](=[O:42])SC(C)(C)C)=[CH:32][CH:31]=[CH:30][N:29]=1, predict the reaction product. The product is: [Cl:1][C:2]1[CH:7]=[CH:6][C:5]([CH:8]([N:14]([C:15]2[CH:16]=[C:17]([CH3:25])[C:18]3[N:19]([C:21]([CH3:24])=[N:22][N:23]=3)[CH:20]=2)[C:36](=[O:42])[CH2:35][C:34]([C:33]2[C:28]([O:27][CH3:26])=[N:29][CH:30]=[CH:31][CH:32]=2)=[O:43])[C:9]([O:11][CH2:12][CH3:13])=[O:10])=[CH:4][CH:3]=1. (6) Given the reactants Br[C:2]1[CH:3]=[C:4]2[C:9](=[CH:10][CH:11]=1)[N:8]=[CH:7][C:6]([C:12](=[O:16])[CH2:13][CH2:14][CH3:15])=[C:5]2[NH:17][C:18]1[CH:23]=[CH:22][C:21]([CH2:24][N:25]([CH3:27])[CH3:26])=[CH:20][CH:19]=1.[Cl:28][C:29]1[CH:34]=[C:33](B2OC(C)(C)C(C)(C)O2)[CH:32]=[C:31]([F:44])[C:30]=1[OH:45], predict the reaction product. The product is: [Cl:28][C:29]1[CH:34]=[C:33]([C:2]2[CH:3]=[C:4]3[C:9](=[CH:10][CH:11]=2)[N:8]=[CH:7][C:6]([C:12](=[O:16])[CH2:13][CH2:14][CH3:15])=[C:5]3[NH:17][C:18]2[CH:23]=[CH:22][C:21]([CH2:24][N:25]([CH3:26])[CH3:27])=[CH:20][CH:19]=2)[CH:32]=[C:31]([F:44])[C:30]=1[OH:45]. (7) Given the reactants [CH:1]1([CH2:7][NH:8][C:9]([NH:11][NH:12][C:13](=O)[CH2:14][CH:15]([N:17]2[CH2:22][CH2:21][N:20]([C:23]3[CH:28]=[CH:27][CH:26]=[CH:25][C:24]=3[O:29][CH3:30])[CH2:19][CH2:18]2)[CH3:16])=[O:10])[CH2:6][CH2:5][CH2:4][CH2:3][CH2:2]1.Cl, predict the reaction product. The product is: [CH:1]1([CH2:7][N:8]2[C:13]([CH2:14][CH:15]([N:17]3[CH2:22][CH2:21][N:20]([C:23]4[CH:28]=[CH:27][CH:26]=[CH:25][C:24]=4[O:29][CH3:30])[CH2:19][CH2:18]3)[CH3:16])=[N:12][NH:11][C:9]2=[O:10])[CH2:6][CH2:5][CH2:4][CH2:3][CH2:2]1. (8) Given the reactants [CH3:1][C:2]1[CH:7]=[C:6]([N:8]2[CH:12]=[C:11]([Si](C)(C)C)[N:10]=[N:9]2)[CH:5]=[C:4]([CH3:17])[C:3]=1[C:18]1[C:22](=[O:23])[CH2:21][CH:20]([CH2:24][CH2:25][NH:26][C:27]([C:29]2[CH:34]=[CH:33][CH:32]=[CH:31][N:30]=2)=[O:28])[C:19]=1[O:35][CH3:36].[Cl:37]N1C(=O)CCC1=O, predict the reaction product. The product is: [Cl:37][C:11]1[N:10]=[N:9][N:8]([C:6]2[CH:5]=[C:4]([CH3:17])[C:3]([C:18]3[C:22](=[O:23])[CH2:21][CH:20]([CH2:24][CH2:25][NH:26][C:27]([C:29]4[CH:34]=[CH:33][CH:32]=[CH:31][N:30]=4)=[O:28])[C:19]=3[O:35][CH3:36])=[C:2]([CH3:1])[CH:7]=2)[CH:12]=1. (9) Given the reactants [CH3:1][O:2][C:3]1[N:4]=[CH:5][C:6]([CH:9]=O)=[N:7][CH:8]=1.[NH2:11][C:12]1[CH:13]=[C:14]([CH:19]=[C:20]([O:22][CH3:23])[CH:21]=1)[O:15][CH2:16][CH2:17][OH:18], predict the reaction product. The product is: [CH3:23][O:22][C:20]1[CH:19]=[C:14]([CH:13]=[C:12]([N:11]=[CH:9][C:6]2[CH:5]=[N:4][C:3]([O:2][CH3:1])=[CH:8][N:7]=2)[CH:21]=1)[O:15][CH2:16][CH2:17][OH:18]. (10) Given the reactants C1C2C(OC([NH:17][C@@H:18]([CH3:49])[C:19]([NH:21][C:22]3[CH:48]=[CH:47][C:25]([CH2:26][C@@H:27]4[CH2:31][CH2:30][C@H:29]([C@H:32]([OH:39])[C:33]5[CH:34]=[N:35][CH:36]=[CH:37][CH:38]=5)[N:28]4[C:40]([O:42][C:43]([CH3:46])([CH3:45])[CH3:44])=[O:41])=[CH:24][CH:23]=3)=[O:20])=O)C3C(=CC=CC=3)C=2C=CC=1.N1CCCCC1, predict the reaction product. The product is: [NH2:17][C@@H:18]([CH3:49])[C:19]([NH:21][C:22]1[CH:48]=[CH:47][C:25]([CH2:26][C@@H:27]2[CH2:31][CH2:30][C@H:29]([C@H:32]([OH:39])[C:33]3[CH:34]=[N:35][CH:36]=[CH:37][CH:38]=3)[N:28]2[C:40]([O:42][C:43]([CH3:44])([CH3:45])[CH3:46])=[O:41])=[CH:24][CH:23]=1)=[O:20].